This data is from Catalyst prediction with 721,799 reactions and 888 catalyst types from USPTO. The task is: Predict which catalyst facilitates the given reaction. Reactant: [CH2:1]([N:3](CC)CC)C.O[CH2:9][CH2:10][S:11]([CH2:14][CH:15]([CH:17]1[CH2:22][CH2:21][O:20][CH:19]([O:23][C@@H:24]([C:26]2[CH:31]=[C:30]([C:32]([F:35])([F:34])[F:33])[CH:29]=[C:28]([C:36]([F:39])([F:38])[F:37])[CH:27]=2)[CH3:25])[CH:18]1[C:40]1[CH:45]=[CH:44][CH:43]=[CH:42][CH:41]=1)O)(=[O:13])=[O:12].CS(Cl)(=O)=O.CN. Product: [F:37][C:36]([F:39])([F:38])[C:28]1[CH:27]=[C:26]([C@H:24]([O:23][C@@H:19]2[C@@H:18]([C:40]3[CH:45]=[CH:44][CH:43]=[CH:42][CH:41]=3)[C@H:17]([CH:15]3[CH2:14][S:11](=[O:13])(=[O:12])[CH2:10][CH2:9][N:3]3[CH3:1])[CH2:22][CH2:21][O:20]2)[CH3:25])[CH:31]=[C:30]([C:32]([F:35])([F:34])[F:33])[CH:29]=1. The catalyst class is: 46.